From a dataset of NCI-60 drug combinations with 297,098 pairs across 59 cell lines. Regression. Given two drug SMILES strings and cell line genomic features, predict the synergy score measuring deviation from expected non-interaction effect. (1) Drug 1: CN1C(=O)N2C=NC(=C2N=N1)C(=O)N. Drug 2: CC1=C(C=C(C=C1)NC(=O)C2=CC=C(C=C2)CN3CCN(CC3)C)NC4=NC=CC(=N4)C5=CN=CC=C5. Cell line: SN12C. Synergy scores: CSS=2.81, Synergy_ZIP=-1.68, Synergy_Bliss=-3.90, Synergy_Loewe=0.611, Synergy_HSA=-2.69. (2) Drug 1: CN(C(=O)NC(C=O)C(C(C(CO)O)O)O)N=O. Drug 2: CCC1(C2=C(COC1=O)C(=O)N3CC4=CC5=C(C=CC(=C5CN(C)C)O)N=C4C3=C2)O.Cl. Cell line: MOLT-4. Synergy scores: CSS=3.13, Synergy_ZIP=-31.4, Synergy_Bliss=-65.4, Synergy_Loewe=-100, Synergy_HSA=-65.1. (3) Drug 1: CC1=C2C(C(=O)C3(C(CC4C(C3C(C(C2(C)C)(CC1OC(=O)C(C(C5=CC=CC=C5)NC(=O)OC(C)(C)C)O)O)OC(=O)C6=CC=CC=C6)(CO4)OC(=O)C)OC)C)OC. Drug 2: C(=O)(N)NO. Cell line: EKVX. Synergy scores: CSS=40.5, Synergy_ZIP=1.30, Synergy_Bliss=0.238, Synergy_Loewe=-55.6, Synergy_HSA=-0.0955.